From a dataset of Forward reaction prediction with 1.9M reactions from USPTO patents (1976-2016). Predict the product of the given reaction. Given the reactants [O:1]1[CH:5]=[CH:4][N:3]=[C:2]1[C:6]1[CH:15]=[CH:14][C:9]([C:10]([O:12]C)=[O:11])=[CH:8][CH:7]=1.[OH-].[Li+], predict the reaction product. The product is: [O:1]1[CH:5]=[CH:4][N:3]=[C:2]1[C:6]1[CH:7]=[CH:8][C:9]([C:10]([OH:12])=[O:11])=[CH:14][CH:15]=1.